This data is from Peptide-MHC class II binding affinity with 134,281 pairs from IEDB. The task is: Regression. Given a peptide amino acid sequence and an MHC pseudo amino acid sequence, predict their binding affinity value. This is MHC class II binding data. The peptide sequence is SWLNLAAHHPLRMVL. The MHC is DRB1_0101 with pseudo-sequence DRB1_0101. The binding affinity (normalized) is 1.00.